This data is from Reaction yield outcomes from USPTO patents with 853,638 reactions. The task is: Predict the reaction yield, written as a fraction of the theoretical maximum amount of product (1.0 means a 100% yield; for example, 0.34 means a 34% yield). (1) The reactants are C([O:3][C:4]([C:6]1[C:7]([C:12]2[CH:13]=[N:14][CH:15]=[CH:16][CH:17]=2)=[N:8][O:9][C:10]=1[CH3:11])=O)C.C(OC(C1C(C2C=CC=C(F)C=2)=NOC=1C)=O)C. No catalyst specified. The product is [CH3:11][C:10]1[O:9][N:8]=[C:7]([C:12]2[CH:13]=[N:14][CH:15]=[CH:16][CH:17]=2)[C:6]=1[CH2:4][OH:3]. The yield is 0.670. (2) The reactants are [N:1]1[CH:6]=[CH:5][CH:4]=[CH:3][C:2]=1[CH:7]1[CH2:11][CH2:10][C:9](=[O:12])[CH2:8]1.[BH4-].[Na+]. The catalyst is CO. The product is [N:1]1[CH:6]=[CH:5][CH:4]=[CH:3][C:2]=1[C@@H:7]1[CH2:11][CH2:10][C@H:9]([OH:12])[CH2:8]1. The yield is 0.590. (3) The reactants are [CH3:1][O:2][C:3](=[O:12])[C:4]1[CH:9]=[CH:8][C:7]([CH3:10])=[C:6]([NH2:11])[CH:5]=1.[N:13]([O-])=O.[Na+]. The catalyst is CC(O)=O.O. The product is [CH3:1][O:2][C:3]([C:4]1[CH:5]=[C:6]2[C:7]([CH:10]=[N:13][NH:11]2)=[CH:8][CH:9]=1)=[O:12]. The yield is 0.830.